From a dataset of Peptide-MHC class I binding affinity with 185,985 pairs from IEDB/IMGT. Regression. Given a peptide amino acid sequence and an MHC pseudo amino acid sequence, predict their binding affinity value. This is MHC class I binding data. (1) The peptide sequence is RQDILDLWIY. The MHC is HLA-B40:01 with pseudo-sequence HLA-B40:01. The binding affinity (normalized) is 0. (2) The peptide sequence is WHLGKLEMDF. The MHC is HLA-A23:01 with pseudo-sequence HLA-A23:01. The binding affinity (normalized) is 0.303.